From a dataset of Forward reaction prediction with 1.9M reactions from USPTO patents (1976-2016). Predict the product of the given reaction. (1) The product is: [OH:29][C:27]([C:26]([F:31])([F:30])[F:25])=[O:28].[C:1]1([N:7]2[C:16]3[C:11](=[CH:12][CH:13]=[CH:14][CH:15]=3)[CH2:10][CH:9]([NH2:17])[CH2:8]2)[CH:6]=[CH:5][CH:4]=[CH:3][CH:2]=1. Given the reactants [C:1]1([N:7]2[C:16]3[C:11](=[CH:12][CH:13]=[CH:14][CH:15]=3)[CH2:10][CH:9]([NH:17]C(=O)OC(C)(C)C)[CH2:8]2)[CH:6]=[CH:5][CH:4]=[CH:3][CH:2]=1.[F:25][C:26]([F:31])([F:30])[C:27]([OH:29])=[O:28], predict the reaction product. (2) Given the reactants [NH2:1][C:2]1[CH:7]=[C:6]([C:8]([F:11])([F:10])[F:9])[CH:5]=[CH:4][N:3]=1.[Br:12]N1C(=O)CCC1=O, predict the reaction product. The product is: [NH2:1][C:2]1[CH:7]=[C:6]([C:8]([F:9])([F:11])[F:10])[C:5]([Br:12])=[CH:4][N:3]=1. (3) Given the reactants [OH:1][C:2]1[CH:3]=[C:4]([C:11]([OH:13])=[O:12])[C:5](=[CH:9][CH:10]=1)[C:6]([OH:8])=[O:7].[OH-].[K+].[F:16][C:17]1[CH:24]=[CH:23][C:20]([CH2:21]Br)=[CH:19][CH:18]=1, predict the reaction product. The product is: [F:16][C:17]1[CH:24]=[CH:23][C:20]([CH2:21][O:1][C:2]2[CH:3]=[C:4]([C:11]([OH:13])=[O:12])[C:5](=[CH:9][CH:10]=2)[C:6]([OH:8])=[O:7])=[CH:19][CH:18]=1.